Task: Predict the reaction yield, written as a fraction of the theoretical maximum amount of product (1.0 means a 100% yield; for example, 0.34 means a 34% yield).. Dataset: Reaction yield outcomes from USPTO patents with 853,638 reactions (1) The reactants are [N+:1]([C:4]1[CH:5]=[C:6]2N=C(C3C=CC([N+]([O-])=O)=CC=3)[NH:10][C:7]2=[N:8][CH:9]=1)([O-:3])=[O:2].[NH4+:22].[OH-]. No catalyst specified. The product is [NH2:10][C:7]1[CH:6]=[C:5]([NH2:22])[C:4]([N+:1]([O-:3])=[O:2])=[CH:9][N:8]=1. The yield is 0.770. (2) The yield is 0.580. The product is [NH2:35][C:26]1[CH:25]=[C:24]([CH:29]=[CH:28][C:27]=1[N:30]1[CH:34]=[N:33][CH:32]=[N:31]1)[C:23]([NH:22][C:3]1[C:2]([Br:1])=[CH:7][C:6]([C:8]([F:20])([C:16]([F:17])([F:18])[F:19])[C:9]([F:14])([F:15])[C:10]([F:12])([F:13])[F:11])=[CH:5][C:4]=1[Br:21])=[O:38]. The catalyst is C(O)C.O.[Fe]. The reactants are [Br:1][C:2]1[CH:7]=[C:6]([C:8]([F:20])([C:16]([F:19])([F:18])[F:17])[C:9]([F:15])([F:14])[C:10]([F:13])([F:12])[F:11])[CH:5]=[C:4]([Br:21])[C:3]=1[NH:22][C:23](=[O:38])[C:24]1[CH:29]=[CH:28][C:27]([N:30]2[CH:34]=[N:33][CH:32]=[N:31]2)=[C:26]([N+:35]([O-])=O)[CH:25]=1.Cl. (3) The yield is 0.560. The product is [CH3:10][C:3]1[CH:4]=[C:5]([C:11]#[N:12])[C:6]([CH3:8])=[CH:7][C:2]=1[C:14]#[N:15]. The catalyst is O. The reactants are Br[C:2]1[CH:7]=[C:6]([CH3:8])[C:5](Br)=[CH:4][C:3]=1[CH3:10].[C:11]([Cu])#[N:12].[CH3:14][N:15](C)C=O.N. (4) The reactants are C(N(C(C)C)CC)(C)C.[Br:10][C:11]1[CH:12]=[C:13]([CH:17]=[CH:18][C:19]=1[F:20])[C:14]([OH:16])=O.Cl.[CH3:22][O:23][C:24](=[O:30])[C@H:25]([C@@H:27]([CH3:29])[OH:28])[NH2:26].CCN=C=NCCCN(C)C.C1C=CC2N(O)N=NC=2C=1. The catalyst is CN(C=O)C.CCOC(C)=O. The product is [CH3:22][O:23][C:24](=[O:30])[C@@H:25]([NH:26][C:14](=[O:16])[C:13]1[CH:17]=[CH:18][C:19]([F:20])=[C:11]([Br:10])[CH:12]=1)[C@H:27]([OH:28])[CH3:29]. The yield is 1.00.